Dataset: Full USPTO retrosynthesis dataset with 1.9M reactions from patents (1976-2016). Task: Predict the reactants needed to synthesize the given product. (1) The reactants are: [C:1]([NH:4][C:5]1[CH:10]=[CH:9][C:8]([C:11](=[O:14])[CH2:12]Br)=[CH:7][CH:6]=1)(=[O:3])[CH3:2].C([O-])=[O:16].[K+].C(=O)(O)[O-].[Na+]. Given the product [C:1]([NH:4][C:5]1[CH:10]=[CH:9][C:8]([C:11](=[O:14])[CH2:12][OH:16])=[CH:7][CH:6]=1)(=[O:3])[CH3:2], predict the reactants needed to synthesize it. (2) Given the product [NH2:1][C:2]1[N:7]=[CH:6][N:5]=[C:4]2[N:8]([CH:12]3[CH2:15][N:14]([C:16]([O:18][C:19]([CH3:22])([CH3:21])[CH3:20])=[O:17])[CH2:13]3)[N:9]=[C:10]([C:24]#[C:23][C:25]3[CH:26]=[C:27]([O:33][CH3:34])[CH:28]=[C:29]([O:31][CH3:32])[CH:30]=3)[C:3]=12, predict the reactants needed to synthesize it. The reactants are: [NH2:1][C:2]1[N:7]=[CH:6][N:5]=[C:4]2[N:8]([CH:12]3[CH2:15][N:14]([C:16]([O:18][C:19]([CH3:22])([CH3:21])[CH3:20])=[O:17])[CH2:13]3)[N:9]=[C:10](I)[C:3]=12.[C:23]([C:25]1[CH:30]=[C:29]([O:31][CH3:32])[CH:28]=[C:27]([O:33][CH3:34])[CH:26]=1)#[CH:24].C(N(CC)CC)C.C(OCC)(=O)C.